From a dataset of Catalyst prediction with 721,799 reactions and 888 catalyst types from USPTO. Predict which catalyst facilitates the given reaction. (1) Reactant: Cl.[CH2:2]([N:9]1[CH2:14][CH2:13][CH2:12][C:11](=O)[CH2:10]1)[C:3]1[CH:8]=[CH:7][CH:6]=[CH:5][CH:4]=1.[C:16]([O:20][C:21]([N:23]1[C:31]2[C:26](=[CH:27][C:28]([NH2:32])=[CH:29][CH:30]=2)[CH:25]=[N:24]1)=[O:22])([CH3:19])([CH3:18])[CH3:17].CC(O)=O.[BH-](OC(C)=O)(OC(C)=O)OC(C)=O.[Na+]. Product: [C:16]([O:20][C:21]([N:23]1[C:31]2[C:26](=[CH:27][C:28]([NH:32][CH:11]3[CH2:12][CH2:13][CH2:14][N:9]([CH2:2][C:3]4[CH:8]=[CH:7][CH:6]=[CH:5][CH:4]=4)[CH2:10]3)=[CH:29][CH:30]=2)[CH:25]=[N:24]1)=[O:22])([CH3:19])([CH3:17])[CH3:18]. The catalyst class is: 279. (2) Reactant: Cl.CO[NH:4][C:5](=[NH:7])[OH:6].[C:8](=O)([O-])[O-].[Na+].[Na+].CO[CH:16]=[CH:17][C:18](=O)[C:19]([O:23][CH3:24])([O:21][CH3:22])[CH3:20]. Product: [CH3:22][O:21][C:19]([C:18]1[CH:17]=[CH:16][N:4]=[C:5]([O:6][CH3:8])[N:7]=1)([O:23][CH3:24])[CH3:20]. The catalyst class is: 13.